From a dataset of Forward reaction prediction with 1.9M reactions from USPTO patents (1976-2016). Predict the product of the given reaction. Given the reactants [CH3:1][N:2]1[C@@H:19]2[CH2:20][C:7]3[CH:8]=[CH:9][C:10]([O:21][CH3:22])=[C:11]4[O:12][C@H:13]5[C:14]([CH2:16][CH2:17][C@@H:18]2[C@:5]5([C:6]=34)[CH2:4][CH2:3]1)=[O:15].[CH:23]([OH:32])([C:29]([OH:31])=[O:30])[CH:24]([OH:28])[C:25]([OH:27])=[O:26].[CH3:33][C:34]([NH:36][C:37]1[CH:38]=[CH:39][C:40]([OH:43])=[CH:41][CH:42]=1)=[O:35].CN1[C@@H]2CC3C=CC(OC)=C4O[C@H]5C(CC[C@@H]2[C@]5(C=34)CC1)=O, predict the reaction product. The product is: [CH3:33][C:34]([NH:36][C:37]1[CH:38]=[CH:39][C:40]([OH:43])=[CH:41][CH:42]=1)=[O:35].[CH3:1][N:2]1[C@@H:19]2[CH2:20][C:7]3[CH:8]=[CH:9][C:10]([O:21][CH3:22])=[C:11]4[O:12][C@H:13]5[C:14]([CH2:16][CH2:17][C@@H:18]2[C@:5]5([C:6]=34)[CH2:4][CH2:3]1)=[O:15].[C@H:23]([OH:32])([C:29]([OH:31])=[O:30])[C@@H:24]([OH:28])[C:25]([OH:27])=[O:26].